Dataset: Full USPTO retrosynthesis dataset with 1.9M reactions from patents (1976-2016). Task: Predict the reactants needed to synthesize the given product. Given the product [O:20]([C:4]1[CH:3]=[CH:2][CH:10]=[C:9]2[C:5]=1[CH2:6][O:7][C:8]2=[O:11])[CH2:18][CH3:19], predict the reactants needed to synthesize it. The reactants are: O[C:2]1[CH:10]=[C:9]2[C:5]([CH2:6][O:7][C:8]2=[O:11])=[CH:4][CH:3]=1.C([O-])([O-])=O.[K+].[K+].[CH2:18]([O:20]S(OCC)(=O)=O)[CH3:19].